This data is from Forward reaction prediction with 1.9M reactions from USPTO patents (1976-2016). The task is: Predict the product of the given reaction. (1) Given the reactants [CH3:1][N:2]1[C:6]([CH2:7][NH2:8])=[CH:5][C:4]([CH3:9])=[N:3]1.[F:10][C:11]([F:30])([F:29])[C:12]1[CH:13]=[CH:14][C:15]([O:18][C:19]2[CH:24]=[CH:23][C:22]([S:25](Cl)(=[O:27])=[O:26])=[CH:21][CH:20]=2)=[N:16][CH:17]=1.C(N(CC)CC)C, predict the reaction product. The product is: [CH3:1][N:2]1[C:6]([CH2:7][NH:8][S:25]([C:22]2[CH:23]=[CH:24][C:19]([O:18][C:15]3[CH:14]=[CH:13][C:12]([C:11]([F:30])([F:10])[F:29])=[CH:17][N:16]=3)=[CH:20][CH:21]=2)(=[O:27])=[O:26])=[CH:5][C:4]([CH3:9])=[N:3]1. (2) The product is: [F:29][C:2]1([F:1])[CH2:7][CH2:6][N:5]([C:8]([C:10]2[N:11]([C:31]3[CH:32]=[N:33][CH:34]=[N:35][CH:36]=3)[C:12]3[C:17]([CH:18]=2)=[CH:16][C:15]([O:19][CH:20]2[CH2:25][CH2:24][N:23]([CH:26]([CH3:27])[CH3:28])[CH2:22][CH2:21]2)=[CH:14][CH:13]=3)=[O:9])[CH2:4][CH2:3]1. Given the reactants [F:1][C:2]1([F:29])[CH2:7][CH2:6][N:5]([C:8]([C:10]2[NH:11][C:12]3[C:17]([CH:18]=2)=[CH:16][C:15]([O:19][CH:20]2[CH2:25][CH2:24][N:23]([CH:26]([CH3:28])[CH3:27])[CH2:22][CH2:21]2)=[CH:14][CH:13]=3)=[O:9])[CH2:4][CH2:3]1.Br[C:31]1[CH:32]=[N:33][CH:34]=[N:35][CH:36]=1.N[C@@H]1CCCC[C@H]1N.[O-]P([O-])([O-])=O.[K+].[K+].[K+].C(=O)([O-])[O-].[K+].[K+], predict the reaction product.